This data is from Full USPTO retrosynthesis dataset with 1.9M reactions from patents (1976-2016). The task is: Predict the reactants needed to synthesize the given product. Given the product [CH2:1]([N:3]([S:19]([C:22]1[S:23][CH:24]=[CH:25][CH:26]=1)(=[O:20])=[O:21])[C:4]1[CH:5]=[CH:6][C:7]([CH3:18])=[C:8]2[C:12]=1[NH:11][C:10]([C:13]([OH:15])=[O:14])=[CH:9]2)[CH3:2], predict the reactants needed to synthesize it. The reactants are: [CH2:1]([N:3]([S:19]([C:22]1[S:23][CH:24]=[CH:25][CH:26]=1)(=[O:21])=[O:20])[C:4]1[CH:5]=[CH:6][C:7]([CH3:18])=[C:8]2[C:12]=1[NH:11][C:10]([C:13]([O:15]CC)=[O:14])=[CH:9]2)[CH3:2].CO.[OH-].[K+].C(O)(=O)CC(CC(O)=O)(C(O)=O)O.